Dataset: Experimentally validated miRNA-target interactions with 360,000+ pairs, plus equal number of negative samples. Task: Binary Classification. Given a miRNA mature sequence and a target amino acid sequence, predict their likelihood of interaction. (1) The miRNA is mmu-miR-142a-3p with sequence UGUAGUGUUUCCUACUUUAUGGA. The protein sequence of the target gene is MANSGCKDVTGPDEESFLYFAYGSNLLTERIHLRNPSAAFFCVARLQDFKLDFGNSQGKTSQTWHGGIATIFQSPGDEVWGVVWKMNKSNLNSLDEQEGVKSGMYVVIEVKVATQEGKEITCRSYLMTNYESAPPSPQYKKIICMGAKENGLPLEYQEKLKAIEPNDYTGKVSEEIEDIIKKGETQTL. Result: 0 (no interaction). (2) Result: 0 (no interaction). The protein sequence of the target gene is MADKTPGGSQKASSKNRSSDVHSSGSSDAHMDASGPSDSDMPSRTRPKSPRKHNYRNESSRESLCDSPHQNLSRPLLENKLKAFSIGKMSTAKRTLSKKEQEELKKKEDEKAAAEIYEEFLAAFEGSDGNKVKTFVRGGVVNAAKDEHETDEKRGKIYKPSSRFADQKNPPNQSSNERPPSLLVIETKKPPLKKGEKEKKKSNLELFKEELKQIQEERDERHKTKGRLSRFEPPQSDSDGQRRSMDVPSRRNRSSGVLDDYAPGSHDVGDPSTTNLYLGNINPQMNEEMLCQEFGRFGPL.... The miRNA is hsa-miR-455-5p with sequence UAUGUGCCUUUGGACUACAUCG.